From a dataset of Full USPTO retrosynthesis dataset with 1.9M reactions from patents (1976-2016). Predict the reactants needed to synthesize the given product. (1) Given the product [Cl:14][C:12]1[N:11]=[C:10]2[C:6]([N:7]=[CH:8][N:9]2[CH:15]2[CH2:19][CH2:18][CH2:17][CH2:16]2)=[C:5]([NH:4][CH2:3][CH2:2][NH:1][CH2:28][C:27]2[CH:26]=[CH:25][C:24]([C:23]([F:22])([F:32])[F:33])=[CH:31][CH:30]=2)[N:13]=1, predict the reactants needed to synthesize it. The reactants are: [NH2:1][CH2:2][CH2:3][NH:4][C:5]1[N:13]=[C:12]([Cl:14])[N:11]=[C:10]2[C:6]=1[N:7]=[CH:8][N:9]2[CH:15]1[CH2:19][CH2:18][CH2:17][CH2:16]1.CO.[F:22][C:23]([F:33])([F:32])[C:24]1[CH:31]=[CH:30][C:27]([CH:28]=O)=[CH:26][CH:25]=1.[BH3-]C#N.[Na+]. (2) Given the product [Cl:1][CH2:2][CH:3]1[CH:16]([C:17]([O:19][CH2:20][CH3:21])=[O:18])[C:4]1([C:6]1[CH:13]=[CH:12][CH:11]=[C:8]([C:9]#[N:10])[CH:7]=1)[CH3:5], predict the reactants needed to synthesize it. The reactants are: [Cl:1][CH2:2]/[CH:3]=[C:4](/[C:6]1[CH:7]=[C:8]([CH:11]=[CH:12][CH:13]=1)[C:9]#[N:10])\[CH3:5].[N+](=[CH:16][C:17]([O:19][CH2:20][CH3:21])=[O:18])=[N-].